This data is from NCI-60 drug combinations with 297,098 pairs across 59 cell lines. The task is: Regression. Given two drug SMILES strings and cell line genomic features, predict the synergy score measuring deviation from expected non-interaction effect. (1) Drug 1: C1CNP(=O)(OC1)N(CCCl)CCCl. Drug 2: CC1C(C(CC(O1)OC2CC(CC3=C2C(=C4C(=C3O)C(=O)C5=C(C4=O)C(=CC=C5)OC)O)(C(=O)CO)O)N)O.Cl. Cell line: NCI/ADR-RES. Synergy scores: CSS=9.25, Synergy_ZIP=-2.67, Synergy_Bliss=1.87, Synergy_Loewe=-17.9, Synergy_HSA=-1.50. (2) Drug 1: CN(C)N=NC1=C(NC=N1)C(=O)N. Drug 2: CN(C(=O)NC(C=O)C(C(C(CO)O)O)O)N=O. Cell line: LOX IMVI. Synergy scores: CSS=37.7, Synergy_ZIP=-10.1, Synergy_Bliss=-6.62, Synergy_Loewe=-6.22, Synergy_HSA=-3.22.